Dataset: Full USPTO retrosynthesis dataset with 1.9M reactions from patents (1976-2016). Task: Predict the reactants needed to synthesize the given product. (1) The reactants are: [H-].[Na+].[OH:3][CH2:4][C:5]1([C:8]#[N:9])[CH2:7][CH2:6]1.[Br:10][C:11]1[CH:12]=[C:13]([O:18][CH3:19])[C:14](Cl)=[N:15][CH:16]=1. Given the product [Br:10][C:11]1[CH:12]=[C:13]([O:18][CH3:19])[C:14]([O:3][CH2:4][C:5]2([C:8]#[N:9])[CH2:7][CH2:6]2)=[N:15][CH:16]=1, predict the reactants needed to synthesize it. (2) Given the product [CH3:13][N:14]1[C:22]2[C:17](=[CH:18][C:19]([N+:23]([O-:25])=[O:24])=[CH:20][CH:21]=2)[C:16]([S:2]([Cl:1])(=[O:5])=[O:3])=[CH:15]1, predict the reactants needed to synthesize it. The reactants are: [Cl:1][S:2]([OH:5])(=O)=[O:3].[O-]S([O-])(=O)=O.[Na+].[Na+].[CH3:13][N:14]1[C:22]2[C:17](=[CH:18][C:19]([N+:23]([O-:25])=[O:24])=[CH:20][CH:21]=2)[CH:16]=[CH:15]1.O. (3) Given the product [CH3:26][C:21]1([CH3:27])[C:22]([CH3:25])([CH3:24])[O:23][B:19]([C:7]2[CH:16]=[C:15]3[C:10]([CH:11]=[CH:12][CH:13]=[N:14]3)=[CH:9][CH:8]=2)[O:20]1, predict the reactants needed to synthesize it. The reactants are: FC(F)(F)S(O[C:7]1[CH:16]=[C:15]2[C:10]([CH:11]=[CH:12][CH:13]=[N:14]2)=[CH:9][CH:8]=1)(=O)=O.[B:19]1([B:19]2[O:23][C:22]([CH3:25])([CH3:24])[C:21]([CH3:27])([CH3:26])[O:20]2)[O:23][C:22]([CH3:25])([CH3:24])[C:21]([CH3:27])([CH3:26])[O:20]1.C([O-])(=O)C.[K+].C(OCC)(=O)C. (4) Given the product [O:43]1[C:2]2([CH2:7][CH2:6][CH:5]([N:8]3[C:13](=[O:14])[C:12]([CH2:15][C:16]4[CH:17]=[CH:18][C:19]([C:22]5[CH:27]=[CH:26][CH:25]=[CH:24][C:23]=5[C:28]5[NH:32][C:31](=[O:33])[O:30][N:29]=5)=[CH:20][CH:21]=4)=[C:11]([CH2:34][CH2:35][CH3:36])[N:10]4[N:37]=[CH:38][N:39]=[C:9]34)[CH2:4][CH2:3]2)[O:1][CH2:40][CH2:41][CH2:42]1, predict the reactants needed to synthesize it. The reactants are: [O:1]=[C:2]1[CH2:7][CH2:6][CH:5]([N:8]2[C:13](=[O:14])[C:12]([CH2:15][C:16]3[CH:21]=[CH:20][C:19]([C:22]4[CH:27]=[CH:26][CH:25]=[CH:24][C:23]=4[C:28]4[NH:32][C:31](=[O:33])[O:30][N:29]=4)=[CH:18][CH:17]=3)=[C:11]([CH2:34][CH2:35][CH3:36])[N:10]3[N:37]=[CH:38][N:39]=[C:9]23)[CH2:4][CH2:3]1.[CH2:40](O)[CH2:41][CH2:42][OH:43].CC1C=CC(S(O)(=O)=O)=CC=1.C(=O)([O-])O.[Na+]. (5) Given the product [Br:1][C:2]1[N:3]=[CH:4][C:5]([CH2:8][NH2:10])=[CH:6][CH:7]=1, predict the reactants needed to synthesize it. The reactants are: [Br:1][C:2]1[CH:7]=[CH:6][C:5]([CH3:8])=[CH:4][N:3]=1.Br[N:10]1C(=O)CCC1=O.N(C(CC)(C)C#N)=NC(CC)(C)C#N.N(C(C)(C)C#N)=NC(C)(C)C#N.BrC1C=CC(CBr)=CN=1.C1N2CN3CN(C2)CN1C3. (6) Given the product [CH3:15][O:16][C:17]1[CH:18]=[CH:19][C:20]([C:23](=[O:25])[CH2:24][C:2](=[O:4])[C:1]([O:8][CH2:9][CH3:10])=[O:7])=[N:21][CH:22]=1, predict the reactants needed to synthesize it. The reactants are: [C:1]([O:8][CH2:9][CH3:10])(=[O:7])[C:2]([O:4]CC)=O.[O-]CC.[Na+].[CH3:15][O:16][C:17]1[CH:18]=[CH:19][C:20]([C:23](=[O:25])[CH3:24])=[N:21][CH:22]=1.O. (7) Given the product [Br:5][C:28]1[N:29]=[C:30]([C:32]2[N:33]([CH3:37])[N:34]=[CH:35][N:36]=2)[S:31][C:27]=1[C:26]1[C:25]([CH3:38])=[N:24][N:23]2[C:18]([CH:15]([CH2:16][CH3:17])[CH2:13][CH3:14])=[CH:19][C:20]([CH3:39])=[N:21][C:22]=12, predict the reactants needed to synthesize it. The reactants are: C(O)(=O)C.[Br:5]N1C(=O)CCC1=O.[CH2:13]([CH:15]([C:18]1[N:23]2[N:24]=[C:25]([CH3:38])[C:26]([C:27]3[S:31][C:30]([C:32]4[N:33]([CH3:37])[N:34]=[CH:35][N:36]=4)=[N:29][CH:28]=3)=[C:22]2[N:21]=[C:20]([CH3:39])[CH:19]=1)[CH2:16][CH3:17])[CH3:14]. (8) Given the product [CH3:1][O:2][C:3]1[CH:4]=[C:5]([C:11]2[C:19]3[C:14](=[N:15][C:16]([O:21][CH2:33][C:34]([O:36][CH2:37][CH3:38])=[O:35])=[CH:17][C:18]=3[CH3:20])[N:13]([CH3:22])[N:12]=2)[CH:6]=[C:7]([O:9][CH3:10])[CH:8]=1, predict the reactants needed to synthesize it. The reactants are: [CH3:1][O:2][C:3]1[CH:4]=[C:5]([C:11]2[C:19]3[C:18]([CH3:20])=[CH:17][C:16](=[O:21])[NH:15][C:14]=3[N:13]([CH3:22])[N:12]=2)[CH:6]=[C:7]([O:9][CH3:10])[CH:8]=1.CCN(C(C)C)C(C)C.Br[CH2:33][C:34]([O:36][CH2:37][CH3:38])=[O:35].O. (9) Given the product [CH3:17][C:15]1[S:16][C:12]([C:7]2[CH:6]=[CH:5][C:4]3[C:9](=[CH:10][CH:11]=[C:2]([B:31]([OH:33])[OH:32])[CH:3]=3)[N:8]=2)=[C:13]([CH3:18])[N:14]=1, predict the reactants needed to synthesize it. The reactants are: Br[C:2]1[CH:3]=[C:4]2[C:9](=[CH:10][CH:11]=1)[N:8]=[C:7]([C:12]1[S:16][C:15]([CH3:17])=[N:14][C:13]=1[CH3:18])[CH:6]=[CH:5]2.COC(OC)C1C=C([B:31]([OH:33])[OH:32])C=CC=1[N+]([O-])=O. (10) Given the product [CH3:1][O:2][C:3](=[O:35])[CH2:4][C@H:5]1[C:9]2[CH:10]=[CH:11][C:12]([O:14][C@H:15]3[C:23]4[C:18](=[C:19]([O:25][C:26]5[CH:31]=[C:30]([CH2:41][CH2:40][CH2:39][C:37]([OH:42])([CH3:38])[CH3:36])[CH:29]=[CH:28][C:27]=5[C:33]#[N:34])[CH:20]=[CH:21][C:22]=4[F:24])[CH2:17][CH2:16]3)=[CH:13][C:8]=2[O:7][CH2:6]1, predict the reactants needed to synthesize it. The reactants are: [CH3:1][O:2][C:3](=[O:35])[CH2:4][C@H:5]1[C:9]2[CH:10]=[CH:11][C:12]([O:14][C@H:15]3[C:23]4[C:18](=[C:19]([O:25][C:26]5[CH:31]=[C:30](Br)[CH:29]=[CH:28][C:27]=5[C:33]#[N:34])[CH:20]=[CH:21][C:22]=4[F:24])[CH2:17][CH2:16]3)=[CH:13][C:8]=2[O:7][CH2:6]1.[CH3:36][C:37]([OH:42])([CH2:39][CH:40]=[CH2:41])[CH3:38].